Dataset: CYP3A4 inhibition data for predicting drug metabolism from PubChem BioAssay. Task: Regression/Classification. Given a drug SMILES string, predict its absorption, distribution, metabolism, or excretion properties. Task type varies by dataset: regression for continuous measurements (e.g., permeability, clearance, half-life) or binary classification for categorical outcomes (e.g., BBB penetration, CYP inhibition). Dataset: cyp3a4_veith. (1) The molecule is O=S(=O)(NCCOCC(F)(F)F)c1ccc2oc3ccccc3c2c1. The result is 0 (non-inhibitor). (2) The compound is CCOC(=O)CNC(=O)c1cccnc1.Cl. The result is 0 (non-inhibitor). (3) The drug is COc1cc(OC)nc(Oc2ccccc2C(=O)Oc2ccc(Cl)cc2)n1. The result is 0 (non-inhibitor). (4) The drug is c1cncc(CNc2ncnc3ccc(-c4ccoc4)cc23)c1. The result is 1 (inhibitor). (5) The compound is Cc1cc(C)c2c(N)c3ccccc3nc2n1. The result is 0 (non-inhibitor).